This data is from Catalyst prediction with 721,799 reactions and 888 catalyst types from USPTO. The task is: Predict which catalyst facilitates the given reaction. (1) The catalyst class is: 5. Product: [C:21]([O:20][C:18]([NH:17][C:15]1[CH:14]=[CH:13][C:12]([CH3:25])=[C:11]([C:8]2[CH:7]=[CH:6][C:5]([C:3]([OH:4])=[O:2])=[CH:10][CH:9]=2)[CH:16]=1)=[O:19])([CH3:24])([CH3:23])[CH3:22]. Reactant: C[O:2][C:3]([C:5]1[CH:10]=[CH:9][C:8]([C:11]2[CH:16]=[C:15]([NH:17][C:18]([O:20][C:21]([CH3:24])([CH3:23])[CH3:22])=[O:19])[CH:14]=[CH:13][C:12]=2[CH3:25])=[CH:7][CH:6]=1)=[O:4].[C:21]([O:20][C:18]([NH:17][C:15]1[CH:14]=[CH:13][C:12]([CH3:25])=[C:11]([C:8]2[CH:7]=[CH:6][C:5]([C:3]([OH:2])=[O:4])=[CH:10][CH:9]=2)[CH:16]=1)=[O:19])([CH3:22])([CH3:24])[CH3:23].[OH-].[Na+]. (2) Reactant: Br[C:2]1[CH:3]=[CH:4][C:5]([C:23]([F:26])([F:25])[F:24])=[C:6]([CH:22]=1)[C:7]([NH:9][C:10]1[C:19]([CH3:20])=[CH:18][C:13]([C:14]([O:16][CH3:17])=[O:15])=[CH:12][C:11]=1[CH3:21])=[O:8].[C:27]([Si:31]([CH3:40])([CH3:39])[O:32][CH:33]1[CH2:38][CH2:37][NH:36][CH2:35][CH2:34]1)([CH3:30])([CH3:29])[CH3:28].C([O-])([O-])=O.[Cs+].[Cs+].C1(P(C2CCCCC2)C2C=CC=CC=2C2C(OC)=CC=CC=2OC)CCCCC1. Product: [Si:31]([O:32][CH:33]1[CH2:34][CH2:35][N:36]([C:2]2[CH:3]=[CH:4][C:5]([C:23]([F:26])([F:25])[F:24])=[C:6]([CH:22]=2)[C:7]([NH:9][C:10]2[C:19]([CH3:20])=[CH:18][C:13]([C:14]([O:16][CH3:17])=[O:15])=[CH:12][C:11]=2[CH3:21])=[O:8])[CH2:37][CH2:38]1)([C:27]([CH3:30])([CH3:29])[CH3:28])([CH3:40])[CH3:39]. The catalyst class is: 62. (3) Reactant: [Cl-].O[NH3+:3].[C:4](=[O:7])([O-])[OH:5].[Na+].CS(C)=O.[CH2:13]([C:15]1[N:16]=[C:17]([CH2:44][CH2:45][CH3:46])[N:18]([CH2:29][C:30]2[CH:35]=[CH:34][C:33]([C:36]3[C:37]([C:42]#[N:43])=[CH:38][CH:39]=[CH:40][CH:41]=3)=[CH:32][CH:31]=2)[C:19](=[O:28])[C:20]=1[C:21]1[CH:26]=[CH:25][C:24]([F:27])=[CH:23][CH:22]=1)[CH3:14]. Product: [CH2:13]([C:15]1[N:16]=[C:17]([CH2:44][CH2:45][CH3:46])[N:18]([CH2:29][C:30]2[CH:35]=[CH:34][C:33]([C:36]3[CH:41]=[CH:40][CH:39]=[CH:38][C:37]=3[C:42]3[NH:3][C:4](=[O:7])[O:5][N:43]=3)=[CH:32][CH:31]=2)[C:19](=[O:28])[C:20]=1[C:21]1[CH:22]=[CH:23][C:24]([F:27])=[CH:25][CH:26]=1)[CH3:14]. The catalyst class is: 6. (4) Reactant: C(S[C:9]1[CH:18]=[C:17]2[C:12]([CH:13]=[CH:14][N:15]([CH2:20][C:21]3[CH:26]=[CH:25][C:24]([O:27][CH3:28])=[CH:23][CH:22]=3)[C:16]2=[O:19])=[CH:11][C:10]=1[O:29][C@@H:30]1[CH2:35][CH2:34][C@H:33]([NH:36][C:37](=[O:39])[CH3:38])[CH2:32][CH2:31]1)C1C=CC=CC=1.C(O)(=O)C.O.[S:45]([Cl:49])(Cl)(=[O:47])=[O:46].[Cl:50]CCl. Product: [C:37]([NH:36][C@@H:33]1[CH2:34][CH2:35][C@H:30]([O:29][C:10]2[CH:11]=[C:12]3[C:17](=[CH:18][C:9]=2[S:45]([Cl:49])(=[O:47])=[O:46])[C:16](=[O:19])[N:15]([CH2:20][C:21]2[CH:26]=[CH:25][C:24]([O:27][CH3:28])=[CH:23][CH:22]=2)[CH:14]=[C:13]3[Cl:50])[CH2:31][CH2:32]1)(=[O:39])[CH3:38]. The catalyst class is: 13. (5) Reactant: [CH3:1][C:2]1[O:3][C:4]([C:9]2[CH2:13][C:12]([C:18]3[CH:23]=[C:22]([Cl:24])[C:21]([Cl:25])=[C:20]([Cl:26])[CH:19]=3)([C:14]([F:17])([F:16])[F:15])[O:11][N:10]=2)=[CH:5][C:6]=1[CH2:7][OH:8]. Product: [CH3:1][C:2]1[O:3][C:4]([C:9]2[CH2:13][C:12]([C:18]3[CH:23]=[C:22]([Cl:24])[C:21]([Cl:25])=[C:20]([Cl:26])[CH:19]=3)([C:14]([F:16])([F:15])[F:17])[O:11][N:10]=2)=[CH:5][C:6]=1[CH:7]=[O:8]. The catalyst class is: 327. (6) Reactant: Br[C:2]1C=CC(C#N)=CC=1.C([Mg]Cl)(C)C.[CH3:15][N:16]1[C:20]2[CH:21]=[C:22]([CH:25]=[O:26])[CH:23]=[CH:24][C:19]=2[S:18][C:17]1=[O:27]. Product: [CH2:15]([N:16]1[C:20]2[CH:21]=[C:22]([CH:25]=[O:26])[CH:23]=[CH:24][C:19]=2[S:18][C:17]1=[O:27])[CH3:2]. The catalyst class is: 1.